This data is from Reaction yield outcomes from USPTO patents with 853,638 reactions. The task is: Predict the reaction yield, written as a fraction of the theoretical maximum amount of product (1.0 means a 100% yield; for example, 0.34 means a 34% yield). The reactants are [Cl:1][C:2]1[CH:7]=[CH:6][N:5]=[C:4]2[CH:8]=[C:9]([Sn](C)(C)C)[S:10][C:3]=12.I[C:16]1[CH:21]=[CH:20][C:19]([O:22][CH3:23])=[CH:18][N:17]=1. No catalyst specified. The product is [Cl:1][C:2]1[CH:7]=[CH:6][N:5]=[C:4]2[CH:8]=[C:9]([C:16]3[CH:21]=[CH:20][C:19]([O:22][CH3:23])=[CH:18][N:17]=3)[S:10][C:3]=12. The yield is 0.340.